This data is from Full USPTO retrosynthesis dataset with 1.9M reactions from patents (1976-2016). The task is: Predict the reactants needed to synthesize the given product. (1) The reactants are: Br[C:2]1[S:3][C:4]([CH3:16])=[C:5]([C:12]([F:15])([F:14])[F:13])[C:6]=1[C:7]([O:9][CH2:10][CH3:11])=[O:8].[Cl:17][C:18]1[CH:23]=[CH:22][C:21](B(O)O)=[CH:20][CH:19]=1.[O-]P([O-])([O-])=O.[K+].[K+].[K+]. Given the product [Cl:17][C:18]1[CH:23]=[CH:22][C:21]([C:2]2[S:3][C:4]([CH3:16])=[C:5]([C:12]([F:15])([F:14])[F:13])[C:6]=2[C:7]([O:9][CH2:10][CH3:11])=[O:8])=[CH:20][CH:19]=1, predict the reactants needed to synthesize it. (2) Given the product [F:32][C:28]1([F:31])[CH2:27][CH2:26][CH:25]([N:20]([CH2:21][CH:22]([CH3:24])[CH3:23])[C:3]2[C:2]([NH:1][C:34]([NH:33][C:36]3[CH:41]=[CH:40][C:39]([CH3:42])=[CH:38][CH:37]=3)=[O:35])=[CH:7][C:6]([C:8]3[C:9]([C:15]([O:17][CH3:18])=[O:16])=[CH:10][CH:11]=[C:12]([F:14])[CH:13]=3)=[C:5]([F:19])[CH:4]=2)[CH2:30][CH2:29]1, predict the reactants needed to synthesize it. The reactants are: [NH2:1][C:2]1[C:3]([N:20]([CH:25]2[CH2:30][CH2:29][C:28]([F:32])([F:31])[CH2:27][CH2:26]2)[CH2:21][CH:22]([CH3:24])[CH3:23])=[CH:4][C:5]([F:19])=[C:6]([C:8]2[C:9]([C:15]([O:17][CH3:18])=[O:16])=[CH:10][CH:11]=[C:12]([F:14])[CH:13]=2)[CH:7]=1.[N:33]([C:36]1[CH:41]=[CH:40][C:39]([CH3:42])=[CH:38][CH:37]=1)=[C:34]=[O:35].